Dataset: Forward reaction prediction with 1.9M reactions from USPTO patents (1976-2016). Task: Predict the product of the given reaction. (1) Given the reactants [CH3:1][C:2]1([CH3:16])[CH2:7][C:6](=O)[N:5]([C:9]2[CH:14]=[CH:13][CH:12]=[CH:11][CH:10]=2)[C:4](=[O:15])[CH2:3]1.[H-].[Al+3].[Li+].[H-].[H-].[H-], predict the reaction product. The product is: [CH3:1][C:2]1([CH3:16])[CH:7]=[CH:6][N:5]([C:9]2[CH:14]=[CH:13][CH:12]=[CH:11][CH:10]=2)[C:4](=[O:15])[CH2:3]1. (2) Given the reactants [CH3:1][S:2]([CH2:5][C@H:6]([NH:8][C:9]([C:11]1[C:19]2[C:14](=[N:15][CH:16]=[C:17]([C:20]3[C:28]4[C:23](=[CH:24][C:25]([Cl:29])=[CH:26][CH:27]=4)[N:22]([CH3:30])[N:21]=3)[N:18]=2)[N:13](COCC[Si](C)(C)C)[CH:12]=1)=[O:10])[CH3:7])(=[O:4])=[O:3].FC(F)(F)C(O)=O.C([O-])(=O)C.[Na+].O, predict the reaction product. The product is: [CH3:1][S:2]([CH2:5][C@H:6]([NH:8][C:9]([C:11]1[C:19]2[C:14](=[N:15][CH:16]=[C:17]([C:20]3[C:28]4[C:23](=[CH:24][C:25]([Cl:29])=[CH:26][CH:27]=4)[N:22]([CH3:30])[N:21]=3)[N:18]=2)[NH:13][CH:12]=1)=[O:10])[CH3:7])(=[O:3])=[O:4]. (3) Given the reactants [Cl:1][C:2]1[C:7]([NH:8][C:9]2[C:18]3[C:13](=[CH:14][C:15]([OH:27])=[CH:16][C:17]=3[O:19][CH:20]3[CH2:25][CH2:24][N:23]([CH3:26])[CH2:22][CH2:21]3)[N:12]=[CH:11][N:10]=2)=[C:6]2[O:28][CH2:29][O:30][C:5]2=[CH:4][CH:3]=1, predict the reaction product. The product is: [Cl:1][C:2]1[C:7]([NH:8][C:9]2[C:18]3[C:13](=[CH:14][C:15]([O:27][CH2:17][CH:18]([CH3:13])[CH3:9])=[CH:16][C:17]=3[O:19][CH:20]3[CH2:25][CH2:24][N:23]([CH3:26])[CH2:22][CH2:21]3)[N:12]=[CH:11][N:10]=2)=[C:6]2[O:28][CH2:29][O:30][C:5]2=[CH:4][CH:3]=1. (4) Given the reactants [CH2:1]([OH:11])[CH2:2][C:3]#[C:4][CH2:5][CH2:6][CH2:7][CH2:8][CH2:9][CH3:10].[C:12]([O:15][CH:16]1[CH:21]([N:22]([CH3:24])[CH3:23])[CH2:20][CH:19]([CH3:25])[O:18][CH:17]1F)(=[O:14])[CH3:13].B(F)(F)F.CCOCC, predict the reaction product. The product is: [C:12]([O:15][CH:16]1[CH:21]([N:22]([CH3:23])[CH3:24])[CH2:20][CH:19]([CH3:25])[O:18][CH:17]1[O:11][CH2:1][CH2:2][C:3]#[C:4][CH2:5][CH2:6][CH2:7][CH2:8][CH2:9][CH3:10])(=[O:14])[CH3:13]. (5) Given the reactants CC(C)(C)[C@H](NC(=O)[C@@H](NC)C)C(N1[C@H](C(=O)N[C@H]2C3C(=CC=CC=3)CCC2)CC2C(=CC(NC(=O)CC[C:33]([NH:35][C@H:36]3[CH2:40][C@@H:39]([C:41](=[O:53])[NH:42][C@H:43]4[C:52]5[C:47](=[CH:48][CH:49]=[CH:50][CH:51]=5)[CH2:46][CH2:45][CH2:44]4)[N:38]([C:54](=[O:67])[C@@H:55]([NH:60][C:61](=[O:66])[C@@H:62]([NH:64][CH3:65])[CH3:63])[C:56]([CH3:59])([CH3:58])[CH3:57])[CH2:37]3)=[O:34])=CC=2)C1)=O.C(O[C:83]([N:85](C)[C@@H:86]([CH3:127])[C:87]([NH:89][C@@H:90]([C:123]([CH3:126])([CH3:125])[CH3:124])[C:91]([N:93]1[CH2:98][CH2:97][C@@H:96]([O:99][CH2:100][C:101]2[CH:109]=[CH:108][C:104](C(O)=O)=[CH:103][CH:102]=2)[CH2:95][C@H:94]1[C:110](=[O:122])[NH:111][C@H:112]1[C:121]2[C:116](=[CH:117][CH:118]=[CH:119][CH:120]=2)[CH2:115][CH2:114][CH2:113]1)=[O:92])=[O:88])=O)(C)(C)C.N[C@@H]1CN(C(=O)[C@@H](NC(=O)[C@@H](N(C)C(=O)OC(C)(C)C)C)C(C)(C)C)[C@H](C(=O)N[C@H]2C3C(=CC=CC=3)CCC2)C1.C(O)(C(F)(F)F)=O, predict the reaction product. The product is: [CH3:125][C:123]([CH3:124])([CH3:126])[C@H:90]([NH:89][C:87](=[O:88])[C@@H:86]([NH:85][CH3:83])[CH3:127])[C:91]([N:93]1[CH2:98][CH2:97][C@@H:96]([O:99][CH2:100][C:101]2[CH:109]=[CH:108][C:104]([C:33](=[O:34])[NH:35][C@H:36]3[CH2:40][C@@H:39]([C:41](=[O:53])[NH:42][C@H:43]4[C:52]5[C:47](=[CH:48][CH:49]=[CH:50][CH:51]=5)[CH2:46][CH2:45][CH2:44]4)[N:38]([C:54](=[O:67])[C@@H:55]([NH:60][C:61](=[O:66])[C@@H:62]([NH:64][CH3:65])[CH3:63])[C:56]([CH3:57])([CH3:59])[CH3:58])[CH2:37]3)=[CH:103][CH:102]=2)[CH2:95][C@H:94]1[C:110]([NH:111][C@H:112]1[C:121]2[C:116](=[CH:117][CH:118]=[CH:119][CH:120]=2)[CH2:115][CH2:114][CH2:113]1)=[O:122])=[O:92]. (6) Given the reactants [F:1][C:2]([F:9])([F:8])[C:3]1[CH:7]=[CH:6][NH:5][N:4]=1.C1C(=O)N([I:17])C(=O)C1, predict the reaction product. The product is: [I:17][C:7]1[C:3]([C:2]([F:9])([F:8])[F:1])=[N:4][NH:5][CH:6]=1. (7) Given the reactants [CH3:1][S:2][C:3]1[N:8]=[C:7](N2C3C=CC=CC=3N=C2C(F)F)[CH:6]=[C:5]([N:21]2[C:25]3[CH:26]=[CH:27][CH:28]=[CH:29][C:24]=3[N:23]=[C:22]2[CH:30]([F:32])[F:31])[N:4]=1.[OH:33][CH2:34][C@H:35]1[CH2:39][CH2:38][N:37]([C:40]([O:42][C:43]([CH3:46])([CH3:45])[CH3:44])=[O:41])[CH2:36]1.C(=O)([O-])[O-].[Cs+].[Cs+], predict the reaction product. The product is: [F:31][CH:30]([F:32])[C:22]1[N:21]([C:5]2[N:4]=[C:3]([S:2][CH3:1])[N:8]=[C:7]([O:33][CH2:34][C@H:35]3[CH2:39][CH2:38][N:37]([C:40]([O:42][C:43]([CH3:46])([CH3:45])[CH3:44])=[O:41])[CH2:36]3)[CH:6]=2)[C:25]2[CH:26]=[CH:27][CH:28]=[CH:29][C:24]=2[N:23]=1.